This data is from Full USPTO retrosynthesis dataset with 1.9M reactions from patents (1976-2016). The task is: Predict the reactants needed to synthesize the given product. (1) Given the product [CH2:1]([C@@H:8]1[CH2:19][N:18]2[C:10]([C:11]3[NH:12][C:13]([CH:21]4[CH2:25][CH2:24][CH2:23][CH2:22]4)=[N:14][C:15]=3[N:16]=[C:17]2[CH2:26][CH3:27])=[N:9]1)[C:2]1[CH:7]=[CH:6][CH:5]=[CH:4][CH:3]=1, predict the reactants needed to synthesize it. The reactants are: [CH2:1]([C@@H:8]1[CH2:19][N:18]2[C:10]([C:11]3[NH:12][C:13]([CH:21]4[CH2:25][CH2:24][CH2:23][CH2:22]4)=[N:14][C:15]=3[N:16]=[C:17]2Cl)=[N:9]1)[C:2]1[CH:7]=[CH:6][CH:5]=[CH:4][CH:3]=1.[CH2:26]([Mg]Br)[CH3:27].O.C(OCC)(=O)C. (2) Given the product [C:32]1([O:31][C:29](=[O:30])[NH:21][C:19]2[S:20][C:16]([S:15][C:6]3[C:5]4[C:10](=[CH:11][C:12]([O:13][CH3:14])=[C:3]([O:2][CH3:1])[CH:4]=4)[N:9]=[CH:8][CH:7]=3)=[CH:17][CH:18]=2)[CH:37]=[CH:36][CH:35]=[CH:34][CH:33]=1, predict the reactants needed to synthesize it. The reactants are: [CH3:1][O:2][C:3]1[CH:4]=[C:5]2[C:10](=[CH:11][C:12]=1[O:13][CH3:14])[N:9]=[CH:8][CH:7]=[C:6]2[S:15][C:16]1[S:20][C:19]([NH2:21])=[CH:18][CH:17]=1.N1C=CC=CC=1.Cl[C:29]([O:31][C:32]1[CH:37]=[CH:36][CH:35]=[CH:34][CH:33]=1)=[O:30].C(OCC)(=O)C. (3) Given the product [CH3:1][O:2][C:3](=[O:27])[CH:4]([N:22]1[CH:26]=[CH:25][CH:24]=[CH:23]1)[CH2:5][C:6]1[CH:11]=[CH:10][C:9]([CH:42]=[CH:41][CH2:40][C:30]2[N:31]=[C:32]([C:34]3[CH:39]=[CH:38][CH:37]=[CH:36][CH:35]=3)[O:33][C:29]=2[CH3:28])=[C:8]([O:20][CH3:21])[CH:7]=1, predict the reactants needed to synthesize it. The reactants are: [CH3:1][O:2][C:3](=[O:27])[CH:4]([N:22]1[CH:26]=[CH:25][CH:24]=[CH:23]1)[CH2:5][C:6]1[CH:11]=[CH:10][C:9](OS(C(F)(F)F)(=O)=O)=[C:8]([O:20][CH3:21])[CH:7]=1.[CH3:28][C:29]1[O:33][C:32]([C:34]2[CH:39]=[CH:38][CH:37]=[CH:36][CH:35]=2)=[N:31][C:30]=1[CH2:40][C:41]#[CH:42]. (4) The reactants are: [Cl:1][C:2]1[N:7]=[CH:6][N:5]=[C:4]([NH2:8])[CH:3]=1.C[Al](C)C.[F:13][C:14]1[CH:19]=[CH:18][C:17]([N:20]2[C:24]([CH3:25])=[C:23]([C:26](OC)=[O:27])[N:22]=[N:21]2)=[CH:16][CH:15]=1. Given the product [Cl:1][C:2]1[N:7]=[CH:6][N:5]=[C:4]([NH:8][C:26]([C:23]2[N:22]=[N:21][N:20]([C:17]3[CH:18]=[CH:19][C:14]([F:13])=[CH:15][CH:16]=3)[C:24]=2[CH3:25])=[O:27])[CH:3]=1, predict the reactants needed to synthesize it. (5) Given the product [CH3:16][C:17]1[NH:8][C:7]2[C:6]([CH3:9])=[CH:5][C:4]([C:10]3[CH:11]=[CH:12][CH:13]=[CH:14][CH:15]=3)=[CH:3][C:2]=2[N:1]=1, predict the reactants needed to synthesize it. The reactants are: [NH2:1][C:2]1[CH:3]=[C:4]([C:10]2[CH:15]=[CH:14][CH:13]=[CH:12][CH:11]=2)[CH:5]=[C:6]([CH3:9])[C:7]=1[NH2:8].[C:16](OC)(OC)(OC)[CH3:17].N.